From a dataset of Forward reaction prediction with 1.9M reactions from USPTO patents (1976-2016). Predict the product of the given reaction. Given the reactants [CH3:1][O:2][C:3]([C@@H:5]1[CH2:9][C@H:8]([OH:10])[CH2:7][N:6]1[C:11]([O:13][C:14]([CH3:17])([CH3:16])[CH3:15])=[O:12])=[O:4].C(N(C(C)C)CC)(C)C.[CH3:27][S:28](Cl)(=[O:30])=[O:29], predict the reaction product. The product is: [CH3:1][O:2][C:3]([C@@H:5]1[CH2:9][C@H:8]([O:10][S:28]([CH3:27])(=[O:30])=[O:29])[CH2:7][N:6]1[C:11]([O:13][C:14]([CH3:17])([CH3:16])[CH3:15])=[O:12])=[O:4].